This data is from Tox21: 12 toxicity assays (nuclear receptors and stress response pathways). The task is: Binary classification across 12 toxicity assays. (1) The molecule is CC(=O)c1ccc(OCC(=O)N2CCCCC2)cc1. It tested positive (active) for: NR-ER (Estrogen Receptor agonist activity). (2) The molecule is BrC1CCC(Br)C(Br)CCC(Br)C(Br)CCC1Br. It tested positive (active) for: SR-ARE (Antioxidant Response Element (oxidative stress)), and SR-MMP (Mitochondrial Membrane Potential disruption).